From a dataset of Catalyst prediction with 721,799 reactions and 888 catalyst types from USPTO. Predict which catalyst facilitates the given reaction. (1) Product: [Cl:5][C:6]1[CH:7]=[C:8]([N:22]2[C:27](=[O:28])[NH:26][C:25](=[O:29])[CH:24]=[N:23]2)[CH:9]=[C:10]([Cl:21])[C:11]=1[O:12][C:13]1[CH:18]=[CH:17][C:16]([O:19][CH3:20])=[C:15]([N+:1]([O-:4])=[O:2])[CH:14]=1. Reactant: [N+:1]([O-:4])(O)=[O:2].[Cl:5][C:6]1[CH:7]=[C:8]([N:22]2[C:27](=[O:28])[NH:26][C:25](=[O:29])[CH:24]=[N:23]2)[CH:9]=[C:10]([Cl:21])[C:11]=1[O:12][C:13]1[CH:18]=[CH:17][C:16]([O:19][CH3:20])=[CH:15][CH:14]=1.O. The catalyst class is: 15. (2) Reactant: [Br:1][C:2]1[CH:7]=[C:6]([N+:8]([O-:10])=[O:9])[CH:5]=[C:4]([N+:11]([O-:13])=[O:12])[C:3]=1Br.[S-:15][C:16]#[N:17].[K+]. Product: [Br:1][C:2]1[CH:7]=[C:6]([N+:8]([O-:10])=[O:9])[CH:5]=[C:4]([N+:11]([O-:13])=[O:12])[C:3]=1[S:15][C:16]#[N:17]. The catalyst class is: 5. (3) Reactant: C[O:2][C:3](=O)[CH:4]([N:6]1[CH:15]([C:16](OC)=[O:17])[CH2:14][C:13]2[C:8](=[CH:9][CH:10]=[CH:11][CH:12]=2)[C:7]1=[O:20])[CH3:5].[Li+].[BH4-].CO. Product: [OH:17][CH2:16][CH:15]1[CH2:14][C:13]2[C:8](=[CH:9][CH:10]=[CH:11][CH:12]=2)[C:7](=[O:20])[N:6]1[CH:4]([CH3:5])[CH2:3][OH:2]. The catalyst class is: 76. (4) Reactant: [H-].[H-].[H-].[H-].[Li+].[Al+3].[O:7]1[C:12]2[CH:13]=[CH:14][CH:15]=[CH:16][C:11]=2[O:10][CH2:9][CH:8]1[CH2:17][N:18]1[CH2:23][CH2:22][CH2:21][C:20]([C:26](=[O:28])[CH3:27])([CH2:24][CH3:25])[CH2:19]1.O. Product: [O:7]1[C:12]2[CH:13]=[CH:14][CH:15]=[CH:16][C:11]=2[O:10][CH2:9][CH:8]1[CH2:17][N:18]1[CH2:23][CH2:22][CH2:21][C:20]([CH:26]([OH:28])[CH3:27])([CH2:24][CH3:25])[CH2:19]1. The catalyst class is: 1.